From a dataset of Peptide-MHC class I binding affinity with 185,985 pairs from IEDB/IMGT. Regression. Given a peptide amino acid sequence and an MHC pseudo amino acid sequence, predict their binding affinity value. This is MHC class I binding data. (1) The peptide sequence is KLYVNGKAY. The MHC is HLA-A02:03 with pseudo-sequence HLA-A02:03. The binding affinity (normalized) is 0.0847. (2) The peptide sequence is AISRLRTQK. The MHC is HLA-A11:01 with pseudo-sequence HLA-A11:01. The binding affinity (normalized) is 0.575. (3) The peptide sequence is AAAKAAAAV. The MHC is HLA-A02:05 with pseudo-sequence HLA-A02:05. The binding affinity (normalized) is 0.531. (4) The peptide sequence is RLFTKVKPL. The MHC is HLA-A02:01 with pseudo-sequence HLA-A02:01. The binding affinity (normalized) is 0.508.